Dataset: Forward reaction prediction with 1.9M reactions from USPTO patents (1976-2016). Task: Predict the product of the given reaction. Given the reactants [C:1]([O:5][C:6]([NH:8][CH2:9][C:10]1[S:11][CH:12]=[CH:13][N:14]=1)=[O:7])([CH3:4])([CH3:3])[CH3:2].C([O-])(=O)C.[Na+].[Br:20]Br.O.O.O.O.O.S([O-])([O-])=O.[Na+].[Na+], predict the reaction product. The product is: [Br:20][C:12]1[S:11][C:10]([CH2:9][NH:8][C:6]([O:5][C:1]([CH3:4])([CH3:2])[CH3:3])=[O:7])=[N:14][CH:13]=1.